From a dataset of Catalyst prediction with 721,799 reactions and 888 catalyst types from USPTO. Predict which catalyst facilitates the given reaction. Reactant: C(O)(C(F)(F)F)=O.[C:8]1([C:14]2[N:15]=[CH:16][N:17]([CH:25]3[CH2:30][CH2:29][N:28](C(OC(C)(C)C)=O)[CH2:27][CH2:26]3)[C:18]=2[C:19]2[CH:24]=[CH:23][N:22]=[CH:21][N:20]=2)[CH:13]=[CH:12][CH:11]=[CH:10][CH:9]=1. Product: [C:8]1([C:14]2[N:15]=[CH:16][N:17]([CH:25]3[CH2:30][CH2:29][NH:28][CH2:27][CH2:26]3)[C:18]=2[C:19]2[CH:24]=[CH:23][N:22]=[CH:21][N:20]=2)[CH:9]=[CH:10][CH:11]=[CH:12][CH:13]=1. The catalyst class is: 4.